Dataset: Reaction yield outcomes from USPTO patents with 853,638 reactions. Task: Predict the reaction yield, written as a fraction of the theoretical maximum amount of product (1.0 means a 100% yield; for example, 0.34 means a 34% yield). (1) The catalyst is C1(C)C=CC=CC=1. The product is [Br:1][C:2]1[CH:9]=[C:8]([Cl:10])[CH:7]=[C:6]([F:11])[C:3]=1[C:4]1[N:12]=[N:13][NH:14][N:5]=1. The reactants are [Br:1][C:2]1[CH:9]=[C:8]([Cl:10])[CH:7]=[C:6]([F:11])[C:3]=1[C:4]#[N:5].[N:12]([Sn](C)(C)C)=[N+:13]=[N-:14]. The yield is 0.870. (2) The reactants are Br[C:2]1[CH:3]=[N:4][CH:5]=[C:6]([N+:9]([O-:11])=[O:10])[C:7]=1[NH2:8].[F:12][C:13]1[CH:14]=[N:15][CH:16]=[C:17](B2OC(C)(C)C(C)(C)O2)[CH:18]=1.[O-]P([O-])([O-])=O.[K+].[K+].[K+].O. The catalyst is C1C=CC([P]([Pd]([P](C2C=CC=CC=2)(C2C=CC=CC=2)C2C=CC=CC=2)([P](C2C=CC=CC=2)(C2C=CC=CC=2)C2C=CC=CC=2)[P](C2C=CC=CC=2)(C2C=CC=CC=2)C2C=CC=CC=2)(C2C=CC=CC=2)C2C=CC=CC=2)=CC=1.CN(C=O)C. The product is [F:12][C:13]1[CH:18]=[C:17]([C:2]2[CH:3]=[N:4][CH:5]=[C:6]([N+:9]([O-:11])=[O:10])[C:7]=2[NH2:8])[CH:16]=[N:15][CH:14]=1. The yield is 0.740. (3) The reactants are [NH2:1][C:2]1[CH:10]=[C:9]([O:11][CH3:12])[CH:8]=[C:7]([O:13][CH3:14])[C:3]=1[C:4]([NH2:6])=[O:5].[OH:15][CH2:16][CH2:17][O:18][C:19]1[C:26]([CH3:27])=[CH:25][C:22]([CH:23]=O)=[CH:21][C:20]=1[CH3:28].OS([O-])=O.[Na+].CC1C=CC(S(O)(=O)=O)=CC=1. The catalyst is CN(C)C(=O)C. The product is [OH:15][CH2:16][CH2:17][O:18][C:19]1[C:26]([CH3:27])=[CH:25][C:22]([C:23]2[NH:6][C:4](=[O:5])[C:3]3[C:2](=[CH:10][C:9]([O:11][CH3:12])=[CH:8][C:7]=3[O:13][CH3:14])[N:1]=2)=[CH:21][C:20]=1[CH3:28]. The yield is 0.520. (4) The reactants are [C:1]([CH:3]=[C:4]1[CH2:7][N:6]([C:8]([O:10][C:11]([CH3:14])([CH3:13])[CH3:12])=[O:9])[CH2:5]1)#[N:2].[NH:15]1[CH:19]=[C:18]([C:20]2[C:21]3[CH:28]=[CH:27][N:26]([CH2:29][O:30][CH2:31][CH2:32][Si:33]([CH3:36])([CH3:35])[CH3:34])[C:22]=3[N:23]=[CH:24][N:25]=2)[CH:17]=[N:16]1.N12CCCN=C1CCCCC2. The catalyst is C(#N)C. The product is [C:1]([CH2:3][C:4]1([N:15]2[CH:19]=[C:18]([C:20]3[C:21]4[CH:28]=[CH:27][N:26]([CH2:29][O:30][CH2:31][CH2:32][Si:33]([CH3:36])([CH3:35])[CH3:34])[C:22]=4[N:23]=[CH:24][N:25]=3)[CH:17]=[N:16]2)[CH2:7][N:6]([C:8]([O:10][C:11]([CH3:14])([CH3:13])[CH3:12])=[O:9])[CH2:5]1)#[N:2]. The yield is 0.880. (5) The reactants are [CH:1]1([C:6]2[CH:7]=[C:8]([OH:12])[CH:9]=[CH:10][CH:11]=2)[CH2:5][CH2:4][CH2:3][CH2:2]1.[CH2:13](Br)[C:14]1[CH:19]=[CH:18][CH:17]=[CH:16][CH:15]=1.C(=O)([O-])[O-].[K+].[K+]. The catalyst is CC(C)=O. The product is [CH:1]1([C:6]2[CH:11]=[CH:10][CH:9]=[C:8]([O:12][CH2:13][C:14]3[CH:19]=[CH:18][CH:17]=[CH:16][CH:15]=3)[CH:7]=2)[CH2:2][CH2:3][CH2:4][CH2:5]1. The yield is 0.990. (6) The reactants are [CH:1]1([C:4]2[N:9]=[CH:8][C:7]([CH:10]=O)=[CH:6][N:5]=2)[CH2:3][CH2:2]1.[Si]([C:16]#[N:17])(C)(C)C.Cl.[F:19][C:20]1([F:26])[CH2:25][CH2:24][NH:23][CH2:22][CH2:21]1.C(O[Na])(C)=O. The catalyst is CC(O)=O. The product is [CH:1]1([C:4]2[N:9]=[CH:8][C:7]([CH:10]([N:23]3[CH2:24][CH2:25][C:20]([F:26])([F:19])[CH2:21][CH2:22]3)[C:16]#[N:17])=[CH:6][N:5]=2)[CH2:3][CH2:2]1. The yield is 0.930.